Dataset: NCI-60 drug combinations with 297,098 pairs across 59 cell lines. Task: Regression. Given two drug SMILES strings and cell line genomic features, predict the synergy score measuring deviation from expected non-interaction effect. (1) Drug 2: CCCCC(=O)OCC(=O)C1(CC(C2=C(C1)C(=C3C(=C2O)C(=O)C4=C(C3=O)C=CC=C4OC)O)OC5CC(C(C(O5)C)O)NC(=O)C(F)(F)F)O. Synergy scores: CSS=40.5, Synergy_ZIP=-3.49, Synergy_Bliss=-5.33, Synergy_Loewe=-20.6, Synergy_HSA=-3.39. Drug 1: CN1C(=O)N2C=NC(=C2N=N1)C(=O)N. Cell line: ACHN. (2) Drug 1: CC1C(C(=O)NC(C(=O)N2CCCC2C(=O)N(CC(=O)N(C(C(=O)O1)C(C)C)C)C)C(C)C)NC(=O)C3=C4C(=C(C=C3)C)OC5=C(C(=O)C(=C(C5=N4)C(=O)NC6C(OC(=O)C(N(C(=O)CN(C(=O)C7CCCN7C(=O)C(NC6=O)C(C)C)C)C)C(C)C)C)N)C. Drug 2: C1=CN(C=N1)CC(O)(P(=O)(O)O)P(=O)(O)O. Cell line: K-562. Synergy scores: CSS=24.4, Synergy_ZIP=2.61, Synergy_Bliss=-1.65, Synergy_Loewe=-22.2, Synergy_HSA=-4.22. (3) Drug 1: CCCCCOC(=O)NC1=NC(=O)N(C=C1F)C2C(C(C(O2)C)O)O. Drug 2: C#CCC(CC1=CN=C2C(=N1)C(=NC(=N2)N)N)C3=CC=C(C=C3)C(=O)NC(CCC(=O)O)C(=O)O. Cell line: CCRF-CEM. Synergy scores: CSS=26.0, Synergy_ZIP=2.47, Synergy_Bliss=-4.99, Synergy_Loewe=-39.2, Synergy_HSA=-9.61. (4) Drug 1: CS(=O)(=O)CCNCC1=CC=C(O1)C2=CC3=C(C=C2)N=CN=C3NC4=CC(=C(C=C4)OCC5=CC(=CC=C5)F)Cl. Drug 2: C1=NC2=C(N1)C(=S)N=CN2. Cell line: OVCAR-5. Synergy scores: CSS=9.44, Synergy_ZIP=-12.6, Synergy_Bliss=-15.6, Synergy_Loewe=-24.9, Synergy_HSA=-13.3. (5) Drug 1: C1=C(C(=O)NC(=O)N1)F. Drug 2: CC1CCC2CC(C(=CC=CC=CC(CC(C(=O)C(C(C(=CC(C(=O)CC(OC(=O)C3CCCCN3C(=O)C(=O)C1(O2)O)C(C)CC4CCC(C(C4)OC)OCCO)C)C)O)OC)C)C)C)OC. Cell line: U251. Synergy scores: CSS=49.8, Synergy_ZIP=-14.2, Synergy_Bliss=-11.7, Synergy_Loewe=-6.72, Synergy_HSA=-5.37.